From a dataset of Reaction yield outcomes from USPTO patents with 853,638 reactions. Predict the reaction yield, written as a fraction of the theoretical maximum amount of product (1.0 means a 100% yield; for example, 0.34 means a 34% yield). (1) The reactants are Cl[C:2]1[CH:3]=[CH:4][C:5]2[N:11]3[CH2:12][C@H:8]([CH2:9][CH2:10]3)[NH:7][C:6]=2[N:13]=1.[CH3:14][C:15]1[CH:20]=[C:19](B(O)O)[CH:18]=[CH:17][N:16]=1.[O-]P([O-])([O-])=O.[K+].[K+].[K+].C1(P(C2CCCCC2)C2C=CC=CC=2C2C(C(C)C)=CC(C(C)C)=CC=2C(C)C)CCCCC1. The catalyst is C(O)CCC.O.CCOC(C)=O.C1C=CC(/C=C/C(/C=C/C2C=CC=CC=2)=O)=CC=1.C1C=CC(/C=C/C(/C=C/C2C=CC=CC=2)=O)=CC=1.C1C=CC(/C=C/C(/C=C/C2C=CC=CC=2)=O)=CC=1.[Pd].[Pd].CO. The product is [CH3:14][C:15]1[CH:20]=[C:19]([C:2]2[CH:3]=[CH:4][C:5]3[N:11]4[CH2:12][C@H:8]([CH2:9][CH2:10]4)[NH:7][C:6]=3[N:13]=2)[CH:18]=[CH:17][N:16]=1. The yield is 0.620. (2) The reactants are O[C:2]1[N:7]2[N:8]=[CH:9][CH:10]=[C:6]2[N:5]=[CH:4][C:3]=1[C:11]([O:13][CH2:14][CH3:15])=[O:12].[Cl:16][C:17]1[CH:23]=[CH:22][C:21]([F:24])=[CH:20][C:18]=1[NH2:19]. No catalyst specified. The yield is 0.750. The product is [Cl:16][C:17]1[CH:23]=[CH:22][C:21]([F:24])=[CH:20][C:18]=1[NH:19][C:2]1[N:7]2[N:8]=[CH:9][CH:10]=[C:6]2[N:5]=[CH:4][C:3]=1[C:11]([O:13][CH2:14][CH3:15])=[O:12]. (3) The reactants are O[CH2:2][C:3]1[CH:4]=[C:5]2[C:9](=[CH:10][C:11]=1[F:12])[N:8]([C:13]([O:15][C:16]([CH3:19])([CH3:18])[CH3:17])=[O:14])[N:7]=[CH:6]2.C(Cl)[Cl:21].N1C=CC=CC=1.CS(Cl)(=O)=O. No catalyst specified. The product is [Cl:21][CH2:2][C:3]1[CH:4]=[C:5]2[C:9](=[CH:10][C:11]=1[F:12])[N:8]([C:13]([O:15][C:16]([CH3:19])([CH3:18])[CH3:17])=[O:14])[N:7]=[CH:6]2. The yield is 0.590.